Dataset: TCR-epitope binding with 47,182 pairs between 192 epitopes and 23,139 TCRs. Task: Binary Classification. Given a T-cell receptor sequence (or CDR3 region) and an epitope sequence, predict whether binding occurs between them. (1) The epitope is KLWAQCVQL. The TCR CDR3 sequence is CASSQEANTIYF. Result: 1 (the TCR binds to the epitope). (2) The epitope is EPLPQGQLTAY. The TCR CDR3 sequence is CASSQSNSGAEQYF. Result: 0 (the TCR does not bind to the epitope).